Dataset: Forward reaction prediction with 1.9M reactions from USPTO patents (1976-2016). Task: Predict the product of the given reaction. (1) Given the reactants Br[C:2]1[C:3](=[O:10])[N:4]([CH3:9])[N:5]=[C:6]([Cl:8])[CH:7]=1.[O:11]1[CH2:16][CH:15]=[C:14](B2OC(C)(C)C(C)(C)O2)[CH2:13][CH2:12]1.C(Cl)Cl.C([O-])([O-])=O.[Na+].[Na+], predict the reaction product. The product is: [Cl:8][C:6]1[CH:7]=[C:2]([C:14]2[CH2:15][CH2:16][O:11][CH2:12][CH:13]=2)[C:3](=[O:10])[N:4]([CH3:9])[N:5]=1. (2) Given the reactants [CH3:1][N:2]1[C:14]2([CH2:19][CH2:18][N:17](C(OCC3C=CC=CC=3)=O)[CH2:16][CH2:15]2)[C:6]2=[CH:7][CH:8]=[C:9]([S:10]([CH3:13])(=[O:12])=[O:11])[N:5]2[CH2:4][CH2:3]1, predict the reaction product. The product is: [CH3:1][N:2]1[C:14]2([CH2:19][CH2:18][NH:17][CH2:16][CH2:15]2)[C:6]2=[CH:7][CH:8]=[C:9]([S:10]([CH3:13])(=[O:11])=[O:12])[N:5]2[CH2:4][CH2:3]1. (3) Given the reactants C[O-].[Na+].C([O:6][C:7](=O)[CH:8]([C:14]1[CH:19]=[CH:18][C:17]([CH3:20])=[CH:16][CH:15]=1)[C:9](OCC)=[O:10])C.Cl.[CH:23]([NH2:25])=[NH:24], predict the reaction product. The product is: [C:17]1([CH3:20])[CH:18]=[CH:19][C:14]([C:8]2[C:9]([OH:10])=[N:24][CH:23]=[N:25][C:7]=2[OH:6])=[CH:15][CH:16]=1. (4) Given the reactants C([O:3][C:4](=[O:31])[CH2:5][CH2:6][CH2:7][S:8][C:9]1[N:13]([CH2:14][C:15]2[C:24]3[C:19](=[CH:20][CH:21]=[CH:22][CH:23]=3)[CH:18]=[CH:17][CH:16]=2)[C:12]2[CH:25]=[CH:26][C:27]([C:29]#[N:30])=[CH:28][C:11]=2[N:10]=1)C.[OH-].[Li+], predict the reaction product. The product is: [C:15]1([CH2:14][N:13]2[C:12]3[CH:25]=[CH:26][C:27]([C:29]#[N:30])=[CH:28][C:11]=3[N:10]=[C:9]2[S:8][CH2:7][CH2:6][CH2:5][C:4]([OH:31])=[O:3])[C:24]2[C:19](=[CH:20][CH:21]=[CH:22][CH:23]=2)[CH:18]=[CH:17][CH:16]=1. (5) Given the reactants CO.[CH:3]1([C:9]2[C:17]3[C:16](=[O:18])[NH:15][C:14]([C:19]4[CH:30]=[CH:29][C:22]([O:23][CH2:24][C:25]([O:27]C)=[O:26])=[CH:21][C:20]=4[O:31][CH3:32])=[N:13][C:12]=3[N:11]([CH3:33])[N:10]=2)[CH2:8][CH2:7][CH2:6][CH2:5][CH2:4]1.[OH-].[Na+].Cl, predict the reaction product. The product is: [CH:3]1([C:9]2[C:17]3[C:16](=[O:18])[NH:15][C:14]([C:19]4[CH:30]=[CH:29][C:22]([O:23][CH2:24][C:25]([OH:27])=[O:26])=[CH:21][C:20]=4[O:31][CH3:32])=[N:13][C:12]=3[N:11]([CH3:33])[N:10]=2)[CH2:4][CH2:5][CH2:6][CH2:7][CH2:8]1. (6) Given the reactants C(OC([NH:8][C@@H:9]1[CH2:11][C@H:10]1[C:12]1[CH:13]=[C:14]([CH:19]=[CH:20][C:21]=1[CH3:22])[C:15]([O:17][CH3:18])=[O:16])=O)(C)(C)C.[ClH:23].CO, predict the reaction product. The product is: [ClH:23].[NH2:8][C@@H:9]1[CH2:11][C@H:10]1[C:12]1[CH:13]=[C:14]([CH:19]=[CH:20][C:21]=1[CH3:22])[C:15]([O:17][CH3:18])=[O:16].